This data is from Full USPTO retrosynthesis dataset with 1.9M reactions from patents (1976-2016). The task is: Predict the reactants needed to synthesize the given product. (1) Given the product [CH2:1]([O:3][C:4](=[O:38])[CH:5]([C:10]1[CH:11]=[C:12]([C:28]2[CH:33]=[CH:32][C:31]([C:34]([F:35])([F:37])[F:36])=[CH:30][CH:29]=2)[CH:13]=[C:14]([N:16]([CH2:17][C:18]2[CH:23]=[CH:22][C:21]([C:24]([CH3:25])([CH3:26])[CH3:27])=[CH:20][CH:19]=2)[CH2:39][CH2:40][CH:41]([CH3:43])[CH3:42])[CH:15]=1)[CH2:6][CH:7]([CH3:8])[CH3:9])[CH3:2], predict the reactants needed to synthesize it. The reactants are: [CH2:1]([O:3][C:4](=[O:38])[CH:5]([C:10]1[CH:11]=[C:12]([C:28]2[CH:33]=[CH:32][C:31]([C:34]([F:37])([F:36])[F:35])=[CH:30][CH:29]=2)[CH:13]=[C:14]([NH:16][CH2:17][C:18]2[CH:23]=[CH:22][C:21]([C:24]([CH3:27])([CH3:26])[CH3:25])=[CH:20][CH:19]=2)[CH:15]=1)[CH2:6][CH:7]([CH3:9])[CH3:8])[CH3:2].[CH:39](=O)[CH2:40][CH:41]([CH3:43])[CH3:42].CC(O)=O. (2) Given the product [F:18][C:13]1[CH:12]=[C:11]([CH2:10][OH:9])[CH:16]=[C:15]([F:17])[N:14]=1, predict the reactants needed to synthesize it. The reactants are: C([O:9][CH2:10][C:11]1[CH:16]=[C:15]([F:17])[N:14]=[C:13]([F:18])[CH:12]=1)(=O)C1C=CC=CC=1.C[O-].[Na+].[Cl-].[NH4+]. (3) Given the product [Cl:1][C:2]1[CH:3]=[CH:4][C:5]2[N:11]3[C:12]([C:15]([F:17])([F:16])[F:18])=[N:13][N:14]=[C:10]3[C@H:9]([CH2:19][C:20]([N:22]3[CH2:23][CH2:24][CH:25]([CH2:28][C:29]([OH:31])=[O:30])[CH2:26][CH2:27]3)=[O:21])[O:8][C@@H:7]([C:34]3[CH:39]=[CH:38][CH:37]=[C:36]([O:40][CH3:41])[C:35]=3[O:42][CH3:43])[C:6]=2[CH:44]=1, predict the reactants needed to synthesize it. The reactants are: [Cl:1][C:2]1[CH:3]=[CH:4][C:5]2[N:11]3[C:12]([C:15]([F:18])([F:17])[F:16])=[N:13][N:14]=[C:10]3[C@H:9]([CH2:19][C:20]([N:22]3[CH2:27][CH2:26][CH:25]([CH2:28][C:29]([O:31]CC)=[O:30])[CH2:24][CH2:23]3)=[O:21])[O:8][C@@H:7]([C:34]3[CH:39]=[CH:38][CH:37]=[C:36]([O:40][CH3:41])[C:35]=3[O:42][CH3:43])[C:6]=2[CH:44]=1.Cl. (4) Given the product [NH2:31][CH:32]([C:36]1[CH:41]=[CH:40][CH:39]=[CH:38][CH:37]=1)[C:33]([N:11]([C:5]1[CH:6]=[CH:7][C:8]([O:9][CH3:10])=[C:3]([O:2][CH3:1])[CH:4]=1)[CH2:12][CH2:13][C:14]1[CH:19]=[CH:18][C:17]([C:20]([F:22])([F:21])[F:23])=[CH:16][CH:15]=1)=[O:34], predict the reactants needed to synthesize it. The reactants are: [CH3:1][O:2][C:3]1[CH:4]=[C:5]([NH:11][CH2:12][CH2:13][C:14]2[CH:19]=[CH:18][C:17]([C:20]([F:23])([F:22])[F:21])=[CH:16][CH:15]=2)[CH:6]=[CH:7][C:8]=1[O:9][CH3:10].C(OC([NH:31][CH:32]([C:36]1[CH:41]=[CH:40][CH:39]=[CH:38][C:37]=1OC)[C:33](O)=[O:34])=O)(C)(C)C. (5) The reactants are: [Cl:1][C:2]1[CH:3]=[C:4]([CH:21]=[C:22]([Cl:24])[CH:23]=1)[CH2:5][N:6]1[CH:10]=[CH:9][N:8]=[C:7]1[CH2:11][NH:12][CH2:13][C:14]1[CH:19]=[CH:18][CH:17]=[C:16]([F:20])[CH:15]=1.C(N(CC)CC)C.[CH3:32][O:33][C:34](=[O:37])[CH2:35]Br. Given the product [CH3:32][O:33][C:34](=[O:37])[CH2:35][N:12]([CH2:11][C:7]1[N:6]([CH2:5][C:4]2[CH:21]=[C:22]([Cl:24])[CH:23]=[C:2]([Cl:1])[CH:3]=2)[CH:10]=[CH:9][N:8]=1)[CH2:13][C:14]1[CH:19]=[CH:18][CH:17]=[C:16]([F:20])[CH:15]=1, predict the reactants needed to synthesize it. (6) Given the product [CH2:30]([O:29][C:27](=[O:28])[CH2:17][C:12]1[CH:13]=[C:14]([CH3:16])[CH:15]=[CH:10][N:11]=1)[CH3:31], predict the reactants needed to synthesize it. The reactants are: [Li+].CC([N-]C(C)C)C.C[C:10]1(C)[CH:15]=[C:14]([CH3:16])[CH:13]=[C:12]([CH3:17])[NH:11]1.CN(CCN(C)C)C.[CH:27]([O:29][CH2:30][CH2:31]Cl)=[O:28]. (7) Given the product [F:1][C:2]1[CH:9]=[C:8]([CH2:10][OH:11])[C:7]([F:12])=[CH:6][C:3]=1[C:4]#[N:5], predict the reactants needed to synthesize it. The reactants are: [F:1][C:2]1[CH:9]=[C:8]([CH:10]=[O:11])[C:7]([F:12])=[CH:6][C:3]=1[C:4]#[N:5].[BH4-].[Na+].O.Cl.